From a dataset of Forward reaction prediction with 1.9M reactions from USPTO patents (1976-2016). Predict the product of the given reaction. (1) Given the reactants [N:1]1[CH:6]=[CH:5][CH:4]=[CH:3][C:2]=1[CH2:7][NH2:8].C(=O)([O-])O.[Na+].[CH3:14][C:15]1[O:19][N:18]=[C:17]([C:20]2[CH:25]=[CH:24][CH:23]=[CH:22][CH:21]=2)[C:16]=1[C:26](Cl)=[O:27], predict the reaction product. The product is: [N:1]1[CH:6]=[CH:5][CH:4]=[CH:3][C:2]=1[CH2:7][NH:8][C:26]([C:16]1[C:17]([C:20]2[CH:25]=[CH:24][CH:23]=[CH:22][CH:21]=2)=[N:18][O:19][C:15]=1[CH3:14])=[O:27]. (2) Given the reactants [Cl:1][C:2]1[CH:3]=[C:4]([N:8]2[C:12]([CH2:13][NH:14][C:15](=[O:28])[NH:16][C:17]3[CH:26]=[CH:25][C:20]([C:21]([O:23]C)=[O:22])=[C:19]([F:27])[CH:18]=3)=[CH:11][C:10]([C:29]([F:32])([F:31])[F:30])=[N:9]2)[CH:5]=[CH:6][CH:7]=1.[Li+].[OH-], predict the reaction product. The product is: [Cl:1][C:2]1[CH:3]=[C:4]([N:8]2[C:12]([CH2:13][NH:14][C:15](=[O:28])[NH:16][C:17]3[CH:26]=[CH:25][C:20]([C:21]([OH:23])=[O:22])=[C:19]([F:27])[CH:18]=3)=[CH:11][C:10]([C:29]([F:32])([F:30])[F:31])=[N:9]2)[CH:5]=[CH:6][CH:7]=1. (3) Given the reactants [Cl-].[Al+3].[Cl-].[Cl-].[N:5]1([C:11]2[CH:12]=[C:13]([OH:18])[CH:14]=[C:15]([OH:17])[CH:16]=2)[CH2:10][CH2:9][O:8][CH2:7][CH2:6]1.[F:19][C:20]1[C:28]([F:29])=[CH:27][CH:26]=[CH:25][C:21]=1[C:22](Cl)=[O:23], predict the reaction product. The product is: [F:19][C:20]1[C:28]([F:29])=[CH:27][CH:26]=[CH:25][C:21]=1[C:22]([C:14]1[C:13]([OH:18])=[CH:12][C:11]([N:5]2[CH2:10][CH2:9][O:8][CH2:7][CH2:6]2)=[CH:16][C:15]=1[OH:17])=[O:23]. (4) Given the reactants [H-].[Na+].[CH3:3][C:4]1([CH3:22])[NH:8][C:7](=[O:9])[N:6]([C:10]2[CH:15]=[CH:14][C:13]([O:16][C:17]([F:20])([F:19])[F:18])=[CH:12][CH:11]=2)[C:5]1=[O:21].[Cl:23][C:24]1[CH:29]=[C:28]([CH2:30]Br)[CH:27]=[CH:26][N:25]=1.C(#N)C, predict the reaction product. The product is: [CH3:3][C:4]1([CH3:22])[N:8]([CH2:30][C:28]2[CH:27]=[CH:26][N:25]=[C:24]([Cl:23])[CH:29]=2)[C:7](=[O:9])[N:6]([C:10]2[CH:15]=[CH:14][C:13]([O:16][C:17]([F:20])([F:19])[F:18])=[CH:12][CH:11]=2)[C:5]1=[O:21]. (5) Given the reactants [CH3:1][O:2][C:3]1[CH:4]=[C:5]([N:12]2[CH2:17][CH2:16][CH:15]([N:18]([CH3:20])[CH3:19])[CH2:14][CH2:13]2)[CH:6]=[CH:7][C:8]=1[N+:9]([O-:11])=[O:10].N1CC[CH2:23][CH2:22]1, predict the reaction product. The product is: [CH3:1][O:2][C:3]1[CH:4]=[C:5]([N:12]2[CH2:17][CH2:16][CH:15]([N:18]3[CH2:19][CH2:23][CH2:22][CH2:20]3)[CH2:14][CH2:13]2)[CH:6]=[CH:7][C:8]=1[N+:9]([O-:11])=[O:10]. (6) Given the reactants [CH3:1][O:2][N:3]=[CH:4][C:5]1[CH:6]=[C:7]2[C:15](=[CH:16][CH:17]=1)[NH:14][C:13]1[CH2:12][CH2:11][CH:10]([NH:18][C:19]([CH:21]3[CH2:23][CH2:22]3)=[O:20])[CH2:9][C:8]2=1.Br[CH2:25][C:26]1[CH:31]=[CH:30][CH:29]=[C:28](F)[N:27]=1, predict the reaction product. The product is: [CH3:1][O:2][N:3]=[CH:4][C:5]1[CH:6]=[C:7]2[C:15](=[CH:16][CH:17]=1)[N:14]([CH2:25][C:26]1[CH:31]=[CH:30][CH:29]=[CH:28][N:27]=1)[C:13]1[CH2:12][CH2:11][C@@H:10]([NH:18][C:19]([CH:21]3[CH2:23][CH2:22]3)=[O:20])[CH2:9][C:8]2=1. (7) Given the reactants C1CCN2C(=NCCC2)CC1.[CH2:12]([O:14][C:15](=[O:22])[CH2:16][C:17]([CH:19]1[CH2:21][CH2:20]1)=O)[CH3:13].[N:23]([C:26]1[CH:31]=[CH:30][CH:29]=[CH:28][C:27]=1[F:32])=[N+:24]=[N-:25].O, predict the reaction product. The product is: [CH:19]1([C:17]2[N:23]([C:26]3[CH:31]=[CH:30][CH:29]=[CH:28][C:27]=3[F:32])[N:24]=[N:25][C:16]=2[C:15]([O:14][CH2:12][CH3:13])=[O:22])[CH2:21][CH2:20]1.